This data is from Forward reaction prediction with 1.9M reactions from USPTO patents (1976-2016). The task is: Predict the product of the given reaction. (1) Given the reactants [N+:1]([C:4]1[CH:5]=[C:6]2[C:10](=[CH:11][CH:12]=1)[NH:9][CH:8]=[C:7]2[C:13]1[CH2:18][CH2:17][C:16](=O)[CH2:15][CH:14]=1)([O-:3])=[O:2].CC(O)=O.Cl.[CH3:25][NH2:26].[BH-](OC(C)=O)(OC(C)=O)OC(C)=O.[Na+].[OH-].[Na+], predict the reaction product. The product is: [CH3:25][NH:26][CH:16]1[CH2:17][CH2:18][C:13]([C:7]2[C:6]3[C:10](=[CH:11][CH:12]=[C:4]([N+:1]([O-:3])=[O:2])[CH:5]=3)[NH:9][CH:8]=2)=[CH:14][CH2:15]1. (2) Given the reactants [CH2:1]([O:8][CH2:9][C:10]1[NH:15][C:14](=[O:16])[C:13]2=[CH:17][N:18]=[C:19](I)[N:12]2[N:11]=1)[C:2]1[CH:7]=[CH:6][CH:5]=[CH:4][CH:3]=1.C([O-])([O-])=O.[Cs+].[Cs+].CC1(C)C(C)(C)OB([C:35]2[CH2:36][CH2:37][O:38][CH2:39][CH:40]=2)O1, predict the reaction product. The product is: [CH2:1]([O:8][CH2:9][C:10]1[NH:15][C:14](=[O:16])[C:13]2=[CH:17][N:18]=[C:19]([C:35]3[CH2:40][CH2:39][O:38][CH2:37][CH:36]=3)[N:12]2[N:11]=1)[C:2]1[CH:7]=[CH:6][CH:5]=[CH:4][CH:3]=1. (3) Given the reactants [Cl:1][C:2]1[CH:3]=[N:4][CH:5]=[C:6]([Cl:23])[C:7]=1[NH:8][C:9]1[C:18]2[C:13](=[C:14]([OH:21])[C:15]([O:19][CH3:20])=[CH:16][CH:17]=2)[NH:12][C:11](=[O:22])[CH:10]=1.Br[CH2:25][CH2:26][CH2:27][CH2:28][CH2:29]Br.[CH3:31][NH:32][CH3:33], predict the reaction product. The product is: [Cl:1][C:2]1[CH:3]=[N:4][CH:5]=[C:6]([Cl:23])[C:7]=1[NH:8][C:9]1[C:18]2[C:13](=[C:14]([O:21][CH2:25][CH2:26][CH2:27][CH2:28][CH2:29][N:32]([CH3:33])[CH3:31])[C:15]([O:19][CH3:20])=[CH:16][CH:17]=2)[NH:12][C:11](=[O:22])[CH:10]=1. (4) Given the reactants C([O:3][C:4](=[O:34])[CH2:5][S:6][C:7]1[S:11][C:10]([NH:12][C:13]([N:15](CC2CCCC2)[C:16]2[CH:21]=[CH:20][CH:19]=[C:18]([NH:22][C:23](=[O:27])[CH:24]([CH3:26])[CH3:25])[CH:17]=2)=[O:14])=[N:9][CH:8]=1)C.[CH:35]1(CN(C2C=CC(F)=C(F)C=2)C(=O)NC2SC=C(CC(O)=O)N=2)[CH2:39][CH2:38][CH2:37][CH2:36]1.N[C:63]1C=C(NC(=O)C(C)C)C=CC=1.C1(C=O)CCCC1.C(OC(=O)CSC1SC(N)=NC=1)C, predict the reaction product. The product is: [CH:35]1([N:15]([C:16]2[CH:21]=[CH:20][CH:19]=[C:18]([NH:22][C:23](=[O:27])[CH:24]([CH3:26])[CH3:25])[CH:17]=2)[C:13](=[O:14])[N:12]([CH3:63])[C:10]2[S:11][C:7]([S:6][CH2:5][C:4]([OH:3])=[O:34])=[CH:8][N:9]=2)[CH2:39][CH2:38][CH2:37][CH2:36]1. (5) Given the reactants [C:1]1(C)[C:2]([CH:7]=[O:8])=[CH:3][CH:4]=[CH:5][CH:6]=1.[C:10]([CH2:12][C:13]([O:15]CC)=[O:14])#N.N1CCCC[CH2:19]1.[C-]#N.[Na+].Cl, predict the reaction product. The product is: [CH3:19][C:6]1[C:1]2[CH:12]([C:13]([OH:15])=[O:14])[CH2:10][C:7](=[O:8])[C:2]=2[CH:3]=[CH:4][CH:5]=1. (6) Given the reactants [Cl:1][C:2]1[CH:3]=[C:4]([CH:8]=[CH:9][N:10]=1)[C:5](O)=[O:6].[NH2:11][NH:12][C:13]([NH2:15])=[S:14].N1C=CC=CC=1, predict the reaction product. The product is: [Cl:1][C:2]1[CH:3]=[C:4]([CH:8]=[CH:9][N:10]=1)[C:5]([NH:11][NH:12][C:13]([NH2:15])=[S:14])=[O:6]. (7) Given the reactants [CH2:1]([N:8]1[CH:13]([CH3:14])[CH2:12][O:11][C@@H:10]([CH2:15][OH:16])[C:9]1=O)[C:2]1[CH:7]=[CH:6][CH:5]=[CH:4][CH:3]=1.[H-].[Al+3].[Li+].[H-].[H-].[H-], predict the reaction product. The product is: [CH2:1]([N:8]1[CH:13]([CH3:14])[CH2:12][O:11][C@H:10]([CH2:15][OH:16])[CH2:9]1)[C:2]1[CH:3]=[CH:4][CH:5]=[CH:6][CH:7]=1. (8) Given the reactants C(N(C(C)C)CC)(C)C.[CH3:10][N:11]([CH3:22])[CH2:12][CH2:13][O:14][C:15]1[CH:21]=[CH:20][C:18]([NH2:19])=[CH:17][CH:16]=1.[C:23](Cl)(Cl)=[S:24], predict the reaction product. The product is: [CH3:10][N:11]([CH3:22])[CH2:12][CH2:13][O:14][C:15]1[CH:21]=[CH:20][C:18]([N:19]=[C:23]=[S:24])=[CH:17][CH:16]=1. (9) The product is: [C:21]([CH2:23][C:24]1[CH:29]=[C:28]([O:14][CH2:13][C:10]2[CH:11]=[CH:12][C:7]([O:6][CH2:5]/[C:4](=[N:3]\[O:2][CH3:1])/[C:15]3[CH:20]=[CH:19][CH:18]=[CH:17][CH:16]=3)=[CH:8][CH:9]=2)[CH:27]=[CH:26][C:25]=1[CH2:31][CH2:32][C:33]([OH:35])=[O:34])#[N:22]. Given the reactants [CH3:1][O:2]/[N:3]=[C:4](/[C:15]1[CH:20]=[CH:19][CH:18]=[CH:17][CH:16]=1)\[CH2:5][O:6][C:7]1[CH:12]=[CH:11][C:10]([CH2:13][OH:14])=[CH:9][CH:8]=1.[C:21]([CH2:23][C:24]1[CH:29]=[C:28](O)[CH:27]=[CH:26][C:25]=1[CH2:31][CH2:32][C:33]([O:35]C)=[O:34])#[N:22], predict the reaction product. (10) The product is: [CH:1]1([C:4]2[CH:5]=[CH:6][C:7]3[O:11][C:10]([CH:12]([OH:16])[CH:13]([CH3:14])[CH3:15])=[C:9]([CH3:17])[C:8]=3[CH:18]=2)[CH2:2][CH2:3]1. Given the reactants [CH:1]1([C:4]2[CH:5]=[CH:6][C:7]3[O:11][C:10]([C:12](=[O:16])[CH:13]([CH3:15])[CH3:14])=[C:9]([CH3:17])[C:8]=3[CH:18]=2)[CH2:3][CH2:2]1.[BH4-].[Na+], predict the reaction product.